This data is from Forward reaction prediction with 1.9M reactions from USPTO patents (1976-2016). The task is: Predict the product of the given reaction. Given the reactants [NH2:1][C:2]1[CH:12]=[CH:11][C:5]([C:6]([N:8]([CH3:10])[CH3:9])=[O:7])=[CH:4][CH:3]=1.[C:13]([N:20]1[CH2:25][CH2:24][C:23](=O)[CH2:22][CH2:21]1)([O:15][C:16]([CH3:19])([CH3:18])[CH3:17])=[O:14], predict the reaction product. The product is: [C:16]([O:15][C:13]([N:20]1[CH2:25][CH2:24][CH:23]([NH:1][C:2]2[CH:12]=[CH:11][C:5]([C:6](=[O:7])[N:8]([CH3:10])[CH3:9])=[CH:4][CH:3]=2)[CH2:22][CH2:21]1)=[O:14])([CH3:19])([CH3:17])[CH3:18].